Predict the reaction yield, written as a fraction of the theoretical maximum amount of product (1.0 means a 100% yield; for example, 0.34 means a 34% yield). From a dataset of Reaction yield outcomes from USPTO patents with 853,638 reactions. (1) The reactants are [C:1]1([C:7]2[N:11]([S:12]([C:15]3[CH:20]=[CH:19][CH:18]=[C:17]([C:21]([CH3:24])([OH:23])[CH3:22])[CH:16]=3)(=[O:14])=[O:13])[CH:10]=[C:9]([CH2:25][NH:26][C:27](=O)OC(C)(C)C)[CH:8]=2)[CH:6]=[CH:5][CH:4]=[CH:3][CH:2]=1.C(OCC)(=O)C.Cl. The catalyst is C(O)C. The product is [CH3:27][NH:26][CH2:25][C:9]1[CH:8]=[C:7]([C:1]2[CH:6]=[CH:5][CH:4]=[CH:3][CH:2]=2)[N:11]([S:12]([C:15]2[CH:16]=[C:17]([C:21]([OH:23])([CH3:24])[CH3:22])[CH:18]=[CH:19][CH:20]=2)(=[O:14])=[O:13])[CH:10]=1. The yield is 0.760. (2) The catalyst is O.[Cu]Br. The product is [Br:19][C:2]1[CH:3]=[C:4]([CH:9]=[C:10]([N+:12]([O-:14])=[O:13])[CH:11]=1)[C:5]([O:7][CH3:8])=[O:6]. The yield is 0.670. The reactants are N[C:2]1[CH:3]=[C:4]([CH:9]=[C:10]([N+:12]([O-:14])=[O:13])[CH:11]=1)[C:5]([O:7][CH3:8])=[O:6].N([O-])=O.[Na+].[BrH:19]. (3) The reactants are [ClH:1].[CH3:2][N:3]([CH3:24])[CH:4]1[CH2:9][CH2:8][N:7]([C:10](=[O:23])[CH2:11][CH2:12][C:13]2[N:14]([CH2:18][C:19]([O:21][CH3:22])=[O:20])[CH:15]=[CH:16][N:17]=2)[CH2:6][CH2:5]1. The catalyst is C(OCC)C. The product is [ClH:1].[CH3:24][N:3]([CH3:2])[CH:4]1[CH2:9][CH2:8][N:7]([C:10](=[O:23])[CH2:11][CH2:12][C:13]2[N:14]([CH2:18][C:19]([O:21][CH3:22])=[O:20])[CH:15]=[CH:16][N:17]=2)[CH2:6][CH2:5]1. The yield is 0.780. (4) The reactants are [NH2:1][C:2]1[N:11]=[C:10]([CH3:12])[C:9]2[C:8](=[O:13])[CH2:7][CH:6]([C:14]3[CH:19]=[CH:18][CH:17]=[CH:16][C:15]=3[C:20]3[CH2:25][CH2:24][CH2:23][CH2:22][CH:21]=3)[CH2:5][C:4]=2[N:3]=1.CCN(C(C)C)C(C)C.[H][H]. The catalyst is CO.[Pd]. The product is [NH2:1][C:2]1[N:11]=[C:10]([CH3:12])[C:9]2[C:8](=[O:13])[CH2:7][CH:6]([C:14]3[CH:19]=[CH:18][CH:17]=[CH:16][C:15]=3[CH:20]3[CH2:21][CH2:22][CH2:23][CH2:24][CH2:25]3)[CH2:5][C:4]=2[N:3]=1. The yield is 0.450.